This data is from Peptide-MHC class II binding affinity with 134,281 pairs from IEDB. The task is: Regression. Given a peptide amino acid sequence and an MHC pseudo amino acid sequence, predict their binding affinity value. This is MHC class II binding data. The peptide sequence is SVYLSDNGVMSEQGS. The MHC is DRB1_0401 with pseudo-sequence DRB1_0401. The binding affinity (normalized) is 0.800.